From a dataset of CYP1A2 inhibition data for predicting drug metabolism from PubChem BioAssay. Regression/Classification. Given a drug SMILES string, predict its absorption, distribution, metabolism, or excretion properties. Task type varies by dataset: regression for continuous measurements (e.g., permeability, clearance, half-life) or binary classification for categorical outcomes (e.g., BBB penetration, CYP inhibition). Dataset: cyp1a2_veith. (1) The compound is CS(=O)(=O)O.Oc1ccc2c3c1O[C@H]1c4oc5ccccc5c4C[C@]4(O)[C@H](C2)N(CC2CC2)CC[C@@]314. The result is 0 (non-inhibitor). (2) The compound is CN1CCO[C@H](c2ccccc2)c2ccccc2C1. The result is 0 (non-inhibitor). (3) The compound is O=C(O)c1ccccc1CN1CCC[C@@H](C(=O)O)C1. The result is 0 (non-inhibitor). (4) The drug is Nc1nc2c(c(=O)[nH]1)CN(c1ccc(S(N)(=O)=O)cc1)CN2. The result is 0 (non-inhibitor). (5) The result is 0 (non-inhibitor). The molecule is Cc1ccc(NC(=O)C(=O)NCc2ccc(/C=C(/C#N)C(=O)NCc3cccnc3)o2)cc1. (6) The drug is COCc1nnc(NC(=O)CCN2C(=O)c3ccccc3C2=O)s1. The result is 0 (non-inhibitor).